Task: Predict which catalyst facilitates the given reaction.. Dataset: Catalyst prediction with 721,799 reactions and 888 catalyst types from USPTO (1) Reactant: [Cl:1][C:2]1[C:3]([O:9][C:10]2[CH:15]=[C:14]([O:16][CH2:17][CH2:18][O:19][CH3:20])[CH:13]=[CH:12][C:11]=2/[CH:21]=[CH:22]/[C:23]([NH:25][S:26]([CH2:29][CH2:30][CH2:31][CH2:32][CH3:33])(=[O:28])=[O:27])=[O:24])=[N:4][CH:5]=[C:6]([Cl:8])[CH:7]=1. Product: [Cl:1][C:2]1[C:3]([O:9][C:10]2[CH:15]=[C:14]([O:16][CH2:17][CH2:18][O:19][CH3:20])[CH:13]=[CH:12][C:11]=2[CH2:21][CH2:22][C:23]([NH:25][S:26]([CH2:29][CH2:30][CH2:31][CH2:32][CH3:33])(=[O:28])=[O:27])=[O:24])=[N:4][CH:5]=[C:6]([Cl:8])[CH:7]=1. The catalyst class is: 111. (2) Reactant: Cl[C:2]1[C:28]([CH3:29])=[CH:27][C:5]2[N:6]=[C:7]3[C:12]([N:13]([CH2:14][CH2:15][CH2:16][CH2:17][CH2:18][CH2:19][C:20]([O:22]CC)=[O:21])[C:4]=2[CH:3]=1)=[N:11][C:10](=[O:25])[NH:9][C:8]3=[O:26].[CH3:30][O-:31].[Na+].C(O)(=O)C. Product: [CH3:30][O:31][C:2]1[C:28]([CH3:29])=[CH:27][C:5]2[N:6]=[C:7]3[C:12]([N:13]([CH2:14][CH2:15][CH2:16][CH2:17][CH2:18][CH2:19][C:20]([OH:22])=[O:21])[C:4]=2[CH:3]=1)=[N:11][C:10](=[O:25])[NH:9][C:8]3=[O:26]. The catalyst class is: 5. (3) Reactant: [CH3:1][N:2]1[C:6]2[CH:7]=[CH:8][CH:9]=[CH:10][C:5]=2[N:4]=[C:3]1[CH:11]=O.[CH3:13][N:14]1[CH2:18][CH2:17][CH2:16][CH:15]1[CH2:19][CH2:20][NH2:21].[Na]. Product: [CH3:1][N:2]1[C:6]2[CH:7]=[CH:8][CH:9]=[CH:10][C:5]=2[N:4]=[C:3]1[CH2:11][NH:21][CH2:20][CH2:19][CH:15]1[CH2:16][CH2:17][CH2:18][N:14]1[CH3:13]. The catalyst class is: 4. (4) Reactant: [CH3:1][C:2]1[CH:3]=[C:4]([NH2:7])[NH:5][N:6]=1.CC[O-].[Na+].[C:12](OCC)(=[O:19])[CH2:13][C:14](OCC)=[O:15]. The catalyst class is: 14. Product: [CH3:1][C:2]1[CH:3]=[C:4]2[NH:7][C:12](=[O:19])[CH2:13][C:14](=[O:15])[N:5]2[N:6]=1. (5) Reactant: [Br:1][C:2]1[CH:3]=[C:4]([N+:20]([O-])=O)[C:5]([C:8]2[CH:13]=[C:12]([F:14])[C:11]([F:15])=[CH:10][C:9]=2[S:16]([CH3:19])(=[O:18])=[O:17])=[N:6][CH:7]=1.C1(P(C2C=CC=CC=2)CCP(C2C=CC=CC=2)C2C=CC=CC=2)C=CC=CC=1. Product: [Br:1][C:2]1[CH:7]=[N:6][C:5]2[C:8]3[C:9]([S:16]([CH3:19])(=[O:18])=[O:17])=[CH:10][C:11]([F:15])=[C:12]([F:14])[C:13]=3[NH:20][C:4]=2[CH:3]=1. The catalyst class is: 262. (6) Reactant: C[O:2][C:3]1[CH:4]=[C:5]2[C:9](=[CH:10][CH:11]=1)[NH:8][CH:7]=[C:6]2/[CH:12]=[CH:13]/[C:14]([C:16]1[CH:21]=[CH:20][N:19]=[CH:18][CH:17]=1)=[O:15].B(Br)(Br)Br.[OH-].[Na+].Cl. Product: [OH:2][C:3]1[CH:4]=[C:5]2[C:9](=[CH:10][CH:11]=1)[NH:8][CH:7]=[C:6]2/[CH:12]=[CH:13]/[C:14]([C:16]1[CH:17]=[CH:18][N:19]=[CH:20][CH:21]=1)=[O:15]. The catalyst class is: 2. (7) Reactant: Br[C:2]1[CH:20]=[CH:19][C:5]([C:6]([NH:8][CH:9]2[C:14]([CH3:16])([CH3:15])[C@H:13]3[CH2:17][C@:10]2([CH3:18])[CH2:11][CH2:12]3)=[O:7])=[CH:4][C:3]=1[S:21]([N:24]1[CH2:29][CH2:28][O:27][CH2:26][CH2:25]1)(=[O:23])=[O:22].[CH2:30]([OH:37])[C:31]1[CH:36]=[CH:35][CH:34]=[CH:33][CH:32]=1.C(OCC)(=O)C. Product: [CH2:30]([O:37][C:2]1[CH:20]=[CH:19][C:5]([C:6]([NH:8][CH:9]2[C:14]([CH3:16])([CH3:15])[C@H:13]3[CH2:17][C@:10]2([CH3:18])[CH2:11][CH2:12]3)=[O:7])=[CH:4][C:3]=1[S:21]([N:24]1[CH2:29][CH2:28][O:27][CH2:26][CH2:25]1)(=[O:23])=[O:22])[C:31]1[CH:36]=[CH:35][CH:34]=[CH:33][CH:32]=1. The catalyst class is: 9. (8) Reactant: [CH:1]1[CH:2]=[CH:3][N:4]2[C:10]=1[CH2:9][NH:8][C:7]1[CH:11]=[CH:12][CH:13]=[N:14][C:6]=1[CH2:5]2.[C:15]1([C:21]2[CH:29]=[CH:28][C:24]([C:25](Cl)=[O:26])=[CH:23][CH:22]=2)[CH:20]=[CH:19][CH:18]=[CH:17][CH:16]=1.C(N(CC)CC)C. The catalyst class is: 11. Product: [C:21]1([C:15]2[CH:16]=[CH:17][CH:18]=[CH:19][CH:20]=2)[CH:22]=[CH:23][C:24]([C:25]([N:8]2[CH2:9][C:10]3[N:4]([CH:3]=[CH:2][CH:1]=3)[CH2:5][C:6]3[N:14]=[CH:13][CH:12]=[CH:11][C:7]2=3)=[O:26])=[CH:28][CH:29]=1.